From a dataset of Forward reaction prediction with 1.9M reactions from USPTO patents (1976-2016). Predict the product of the given reaction. The product is: [Cl:1][C:2]1[CH:8]=[C:7]2[C:5](=[C:4]([F:10])[CH:3]=1)[NH:6][C:26]([Si:27]([CH2:32][CH3:33])([CH2:30][CH3:31])[CH2:28][CH3:29])=[C:25]2[CH2:24][CH2:23][NH:22][C:20]([C:17]1[CH:16]=[C:15]([CH2:14][C:13]2[CH:34]=[C:35]([F:38])[CH:36]=[CH:37][C:12]=2[F:11])[O:19][N:18]=1)=[O:21]. Given the reactants [Cl:1][C:2]1[CH:8]=[C:7](I)[C:5]([NH2:6])=[C:4]([F:10])[CH:3]=1.[F:11][C:12]1[CH:37]=[CH:36][C:35]([F:38])=[CH:34][C:13]=1[CH2:14][C:15]1[O:19][N:18]=[C:17]([C:20]([NH:22][CH2:23][CH2:24][C:25]#[C:26][Si:27]([CH2:32][CH3:33])([CH2:30][CH3:31])[CH2:28][CH3:29])=[O:21])[CH:16]=1.[Cl-].[Li+].C(=O)([O-])[O-].[Na+].[Na+], predict the reaction product.